This data is from CYP1A2 inhibition data for predicting drug metabolism from PubChem BioAssay. The task is: Regression/Classification. Given a drug SMILES string, predict its absorption, distribution, metabolism, or excretion properties. Task type varies by dataset: regression for continuous measurements (e.g., permeability, clearance, half-life) or binary classification for categorical outcomes (e.g., BBB penetration, CYP inhibition). Dataset: cyp1a2_veith. The molecule is Cc1noc(C)c1-c1nc(N2CCOCC2)c2ccccc2n1. The result is 1 (inhibitor).